This data is from Full USPTO retrosynthesis dataset with 1.9M reactions from patents (1976-2016). The task is: Predict the reactants needed to synthesize the given product. (1) The reactants are: [CH3:1][C:2]1[C:6]2[C:7](=[O:20])[N:8]([CH2:12][CH2:13][N:14]3[CH2:19][CH2:18][CH2:17][CH2:16][CH2:15]3)[CH2:9][CH2:10][CH2:11][C:5]=2[NH:4][C:3]=1[CH:21]=O.[F:23][C:24]1[C:29]([F:30])=[CH:28][CH:27]=[CH:26][C:25]=1[C:31]1[CH:39]=[CH:38][CH:37]=[C:36]2[C:32]=1[CH2:33][C:34](=[O:40])[NH:35]2. Given the product [F:23][C:24]1[C:29]([F:30])=[CH:28][CH:27]=[CH:26][C:25]=1[C:31]1[CH:39]=[CH:38][CH:37]=[C:36]2[C:32]=1/[C:33](=[CH:21]/[C:3]1[NH:4][C:5]3[CH2:11][CH2:10][CH2:9][N:8]([CH2:12][CH2:13][N:14]4[CH2:19][CH2:18][CH2:17][CH2:16][CH2:15]4)[C:7](=[O:20])[C:6]=3[C:2]=1[CH3:1])/[C:34](=[O:40])[NH:35]2, predict the reactants needed to synthesize it. (2) Given the product [Cl:2][C:3]1[CH:21]=[CH:20][C:6]([CH:7]([O:15][CH:16]2[CH2:19][N:18]([C:29]([NH:28][C:22]3[CH:27]=[CH:26][CH:25]=[CH:24][CH:23]=3)=[O:30])[CH2:17]2)[C:8]2[CH:9]=[CH:10][C:11]([Cl:14])=[CH:12][CH:13]=2)=[CH:5][CH:4]=1, predict the reactants needed to synthesize it. The reactants are: Cl.[Cl:2][C:3]1[CH:21]=[CH:20][C:6]([CH:7]([O:15][CH:16]2[CH2:19][NH:18][CH2:17]2)[C:8]2[CH:13]=[CH:12][C:11]([Cl:14])=[CH:10][CH:9]=2)=[CH:5][CH:4]=1.[C:22]1([N:28]=[C:29]=[O:30])[CH:27]=[CH:26][CH:25]=[CH:24][CH:23]=1.C(N(CC)CC)C.